The task is: Predict which catalyst facilitates the given reaction.. This data is from Catalyst prediction with 721,799 reactions and 888 catalyst types from USPTO. (1) Reactant: [SH:1][CH2:2][C:3]([OH:5])=[O:4].Cl[C:7]([C:20]1[CH:25]=[CH:24][CH:23]=[CH:22][CH:21]=1)([C:14]1[CH:19]=[CH:18][CH:17]=[CH:16][CH:15]=1)[C:8]1[CH:13]=[CH:12][CH:11]=[CH:10][CH:9]=1.C(N(CC)CC)C. Product: [C:7]([CH:2]([SH:1])[C:3]([OH:5])=[O:4])([C:8]1[CH:13]=[CH:12][CH:11]=[CH:10][CH:9]=1)([C:20]1[CH:21]=[CH:22][CH:23]=[CH:24][CH:25]=1)[C:14]1[CH:15]=[CH:16][CH:17]=[CH:18][CH:19]=1. The catalyst class is: 11. (2) Reactant: [CH2:1]([S:3][C:4]1[C:9]([C:10]([NH:12][CH2:13][C:14]2[CH:19]=[CH:18][C:17]([F:20])=[CH:16][C:15]=2[O:21]C)=[O:11])=[C:8]([CH3:23])[CH:7]=[C:6]([N:24]2[CH2:29][CH2:28][O:27][CH2:26][CH2:25]2)[N:5]=1)[CH3:2].B(Br)(Br)Br.C([O-])(O)=O.[Na+]. Product: [CH2:1]([S:3][C:4]1[C:9]([C:10]([NH:12][CH2:13][C:14]2[CH:19]=[CH:18][C:17]([F:20])=[CH:16][C:15]=2[OH:21])=[O:11])=[C:8]([CH3:23])[CH:7]=[C:6]([N:24]2[CH2:29][CH2:28][O:27][CH2:26][CH2:25]2)[N:5]=1)[CH3:2]. The catalyst class is: 61. (3) Reactant: Cl.[NH2:2][CH2:3][C:4]1[CH:12]=[CH:11][CH:10]=[C:9]2[C:5]=1[C:6](=[O:22])[N:7]([CH:14]1[CH2:19][CH2:18][C:17](=[O:20])[NH:16][C:15]1=[O:21])[C:8]2=[O:13].N12CCCN=C1CCCCC2.[O:34]1[C:38]2[CH:39]=[CH:40][CH:41]=[CH:42][C:37]=2[CH:36]=[C:35]1[C:43](O)=[O:44].Cl.CN(C)CCCN=C=NCC. Product: [O:21]=[C:15]1[CH:14]([N:7]2[C:6](=[O:22])[C:5]3[C:9](=[CH:10][CH:11]=[CH:12][C:4]=3[CH2:3][NH:2][C:43]([C:35]3[O:34][C:38]4[CH:39]=[CH:40][CH:41]=[CH:42][C:37]=4[CH:36]=3)=[O:44])[C:8]2=[O:13])[CH2:19][CH2:18][C:17](=[O:20])[NH:16]1. The catalyst class is: 23. (4) Reactant: [2H][C:2]1[C:7]([2H])=[C:6]([NH2:9])[C:5]([NH2:10])=[C:4]([2H])[C:3]=1[2H].C(O)(=O)C(O)=O.[Br:19][C:20]1[CH:21]=[C:22]([CH:25]=[CH:26][CH:27]=1)[CH:23]=O. Product: [Br:19][C:20]1[CH:21]=[C:22]([C:23]2[NH:10][C:5]3[CH:4]=[CH:3][CH:2]=[CH:7][C:6]=3[N:9]=2)[CH:25]=[CH:26][CH:27]=1. The catalyst class is: 40.